From a dataset of Forward reaction prediction with 1.9M reactions from USPTO patents (1976-2016). Predict the product of the given reaction. (1) Given the reactants [Cl:1]N1C(=O)CCC1=O.[CH2:9]([O:11][C:12]([C:14]1[CH:18]=[C:17]([CH2:19][CH3:20])[S:16][CH:15]=1)=[O:13])[CH3:10], predict the reaction product. The product is: [CH2:9]([O:11][C:12]([C:14]1[CH:18]=[C:17]([CH2:19][CH3:20])[S:16][C:15]=1[Cl:1])=[O:13])[CH3:10]. (2) Given the reactants O[CH2:2][C:3]1[CH:8]=[CH:7][C:6]([C:9]#[C:10][C:11]2[CH:21]=[CH:20][C:14]([C:15]([O:17][CH2:18][CH3:19])=[O:16])=[CH:13][CH:12]=2)=[CH:5][C:4]=1[CH3:22].C1(P(C2C=CC=CC=2)C2C=CC=CC=2)C=CC=CC=1.ClCl.[Br:44]N1C(=O)CCC1=O, predict the reaction product. The product is: [Br:44][CH2:2][C:3]1[CH:8]=[CH:7][C:6]([C:9]#[C:10][C:11]2[CH:21]=[CH:20][C:14]([C:15]([O:17][CH2:18][CH3:19])=[O:16])=[CH:13][CH:12]=2)=[CH:5][C:4]=1[CH3:22]. (3) Given the reactants [C:1]([C:5]1[CH:10]=[CH:9][C:8]([N:11]2[CH2:16][CH2:15][C:14](=O)[CH2:13][CH2:12]2)=[CH:7][CH:6]=1)([CH3:4])([CH3:3])[CH3:2].[C:18]([CH2:20]C(O)=O)#[N:19].C([O-])(=O)C.[NH4+], predict the reaction product. The product is: [C:1]([C:5]1[CH:10]=[CH:9][C:8]([N:11]2[CH2:16][CH:15]=[C:14]([CH2:20][C:18]#[N:19])[CH2:13][CH2:12]2)=[CH:7][CH:6]=1)([CH3:4])([CH3:3])[CH3:2]. (4) The product is: [F:18][C:19]1[CH:24]=[CH:23][CH:22]=[CH:21][C:20]=1[C:2]1[CH:3]=[C:4]([CH:16]=[O:17])[S:5][C:6]=1[S:7]([C:10]1[CH:15]=[CH:14][CH:13]=[CH:12][CH:11]=1)(=[O:9])=[O:8]. Given the reactants Br[C:2]1[CH:3]=[C:4]([CH:16]=[O:17])[S:5][C:6]=1[S:7]([C:10]1[CH:15]=[CH:14][CH:13]=[CH:12][CH:11]=1)(=[O:9])=[O:8].[F:18][C:19]1[CH:24]=[CH:23][CH:22]=[CH:21][C:20]=1B(O)O.C(=O)([O-])[O-].[Na+].[Na+].COCCOC, predict the reaction product. (5) Given the reactants C[O:2][C:3]([C:5]1[N:6]=[C:7]([C:24]2[CH:29]=[CH:28][CH:27]=[CH:26][CH:25]=2)[C:8]2[C:9](=[O:23])[N:10]([CH2:16][C:17]3[CH:22]=[CH:21][CH:20]=[CH:19][CH:18]=3)[CH:11]=[CH:12][C:13]=2[C:14]=1[OH:15])=O.[NH2:30][CH2:31][C:32]([OH:34])=[O:33].C[O-].[Na+], predict the reaction product. The product is: [CH2:16]([N:10]1[C:9](=[O:23])[C:8]2[C:7]([C:24]3[CH:25]=[CH:26][CH:27]=[CH:28][CH:29]=3)=[N:6][C:5]([C:3]([NH:30][CH2:31][C:32]([OH:34])=[O:33])=[O:2])=[C:14]([OH:15])[C:13]=2[CH:12]=[CH:11]1)[C:17]1[CH:22]=[CH:21][CH:20]=[CH:19][CH:18]=1. (6) The product is: [OH:65][C:63]([C:62]([F:67])([F:66])[F:61])=[O:64].[CH3:50][O:49][C:47]([CH2:46][CH2:45][CH2:44][CH2:43][CH2:42][N:41]([CH2:51][CH2:52][CH2:53][CH2:54][CH2:55][C:56]([O:58][CH3:59])=[O:57])[C:40]([CH2:39][CH2:38][CH2:37][CH2:36][CH2:35][NH:8][CH2:9][CH2:10][CH2:11][CH2:12][CH2:13][C:14](=[O:34])[N:15]([CH2:16][CH2:17][CH2:18][CH2:19][CH2:20][C:21]([O:23][CH3:24])=[O:22])[CH2:25][CH2:26][CH2:27][CH2:28][CH2:29][C:30]([O:32][CH3:33])=[O:31])=[O:60])=[O:48]. Given the reactants C([N:8]([CH2:35][CH2:36][CH2:37][CH2:38][CH2:39][C:40](=[O:60])[N:41]([CH2:51][CH2:52][CH2:53][CH2:54][CH2:55][C:56]([O:58][CH3:59])=[O:57])[CH2:42][CH2:43][CH2:44][CH2:45][CH2:46][C:47]([O:49][CH3:50])=[O:48])[CH2:9][CH2:10][CH2:11][CH2:12][CH2:13][C:14](=[O:34])[N:15]([CH2:25][CH2:26][CH2:27][CH2:28][CH2:29][C:30]([O:32][CH3:33])=[O:31])[CH2:16][CH2:17][CH2:18][CH2:19][CH2:20][C:21]([O:23][CH3:24])=[O:22])(OC(C)(C)C)=O.[F:61][C:62]([F:67])([F:66])[C:63]([OH:65])=[O:64], predict the reaction product. (7) The product is: [Cl:1][C:2]1[CH:3]=[CH:4][C:5]([C:6]([NH:8][C:9]2[S:10][CH:11]=[C:12]([CH2:14][C:15](=[O:17])[NH:37][C:34]3[CH:33]=[CH:32][C:31]([C:26]4[CH:27]=[CH:28][CH:29]=[CH:30][C:25]=4[S:22]([CH3:21])(=[O:24])=[O:23])=[CH:36][N:35]=3)[N:13]=2)=[O:7])=[CH:18][CH:19]=1. Given the reactants [Cl:1][C:2]1[CH:19]=[CH:18][C:5]([C:6]([NH:8][C:9]2[S:10][CH:11]=[C:12]([CH2:14][C:15]([OH:17])=O)[N:13]=2)=[O:7])=[CH:4][CH:3]=1.Cl.[CH3:21][S:22]([C:25]1[CH:30]=[CH:29][CH:28]=[CH:27][C:26]=1[C:31]1[CH:32]=[CH:33][C:34]([NH2:37])=[N:35][CH:36]=1)(=[O:24])=[O:23], predict the reaction product. (8) The product is: [ClH:22].[NH:8]1[C:16]2[C:11](=[CH:12][CH:13]=[CH:14][CH:15]=2)[C:10]([C:17]([CH3:21])([CH3:20])[CH2:18][NH2:19])=[CH:9]1. Given the reactants C(OC([N:8]1[C:16]2[C:11](=[CH:12][CH:13]=[CH:14][CH:15]=2)[C:10]([C:17]([CH3:21])([CH3:20])[CH2:18][NH2:19])=[CH:9]1)=O)(C)(C)C.[ClH:22].O1CCOCC1, predict the reaction product. (9) Given the reactants [F:1][C:2]1[CH:7]=[C:6]([CH3:8])[CH:5]=[CH:4][C:3]=1[CH:9]([C:11]1[CH:16]=[CH:15][CH:14]=[CH:13][CH:12]=1)[OH:10].CC(OI1(OC(C)=O)(OC(C)=O)OC(=O)C2C=CC=CC1=2)=O, predict the reaction product. The product is: [F:1][C:2]1[CH:7]=[C:6]([CH3:8])[CH:5]=[CH:4][C:3]=1[C:9]([C:11]1[CH:12]=[CH:13][CH:14]=[CH:15][CH:16]=1)=[O:10]. (10) Given the reactants [NH2:1][C:2]1[CH:15]=[CH:14][C:13]2[C:16]3=[C:17]4[C:6](=[CH:7][CH:8]=[C:9]([S:18]([O-:21])(=[O:20])=[O:19])[C:10]4=[CH:11][CH:12]=2)[CH:5]=[CH:4][C:3]=13.[Na+].Br[CH2:24][CH2:25][CH2:26][CH2:27][CH2:28][C:29]([OH:31])=[O:30].[OH-].[Na+].Cl, predict the reaction product. The product is: [S:18]([C:9]1[CH:8]=[CH:7][C:6]2[C:17]3=[C:16]4[C:13](=[CH:14][CH:15]=[C:2]([NH:1][CH2:24][CH2:25][CH2:26][CH2:27][CH2:28][C:29]([OH:31])=[O:30])[C:3]4=[CH:4][CH:5]=2)[CH:12]=[CH:11][C:10]=13)([OH:21])(=[O:19])=[O:20].